This data is from Catalyst prediction with 721,799 reactions and 888 catalyst types from USPTO. The task is: Predict which catalyst facilitates the given reaction. (1) Reactant: [CH3:1][O:2][C:3]([C@@H:5]([N:13]1[CH2:21][C:17]2[CH:18]=[CH:19][S:20][C:16]=2[CH2:15][CH2:14]1)[C:6]1[CH:7]=[CH:8][CH:9]=[CH:10][C:11]=1[Cl:12])=[O:4].OS(O)(=O)=O. Product: [CH3:1][O:2][C:3]([C@@H:5]([N:13]1[CH2:21][C:17]2[CH:18]=[CH:19][S:20][C:16]=2[CH2:15][CH2:14]1)[C:6]1[CH:7]=[CH:8][CH:9]=[CH:10][C:11]=1[Cl:12])=[O:4]. The catalyst class is: 21. (2) Reactant: [CH3:1][C:2]1[O:6][N:5]=[C:4]([C:7]2[CH:12]=[CH:11][C:10]([C:13]3[CH:14]=[CH:15][C:16](=[O:19])[NH:17][N:18]=3)=[CH:9][CH:8]=2)[N:3]=1.[NH2:20][C:21]1[CH:22]=[C:23]([CH:26]=[CH:27][CH:28]=1)[CH2:24]O.C1(P(C2C=CC=CC=2)C2C=CC=CC=2)C=CC=CC=1.N(C(OC(C)C)=O)=NC(OC(C)C)=O. Product: [NH2:20][C:21]1[CH:22]=[C:23]([CH:26]=[CH:27][CH:28]=1)[CH2:24][N:17]1[C:16](=[O:19])[CH:15]=[CH:14][C:13]([C:10]2[CH:9]=[CH:8][C:7]([C:4]3[N:3]=[C:2]([CH3:1])[O:6][N:5]=3)=[CH:12][CH:11]=2)=[N:18]1. The catalyst class is: 1. (3) Reactant: [CH3:1][C:2]([O:5][C:6]([NH:8][CH:9]1[CH2:14][CH2:13][NH:12][CH2:11][CH2:10]1)=[O:7])([CH3:4])[CH3:3].O=[C:16]1[CH2:21][CH2:20][N:19]([C:22]([O:24][CH2:25][C:26]2[CH:31]=[CH:30][CH:29]=[CH:28][CH:27]=2)=[O:23])[CH2:18][CH2:17]1.[BH3-]C#N.[Na+]. Product: [CH2:25]([O:24][C:22]([N:19]1[CH2:20][CH2:21][CH:16]([N:12]2[CH2:11][CH2:10][CH:9]([NH:8][C:6]([O:5][C:2]([CH3:1])([CH3:3])[CH3:4])=[O:7])[CH2:14][CH2:13]2)[CH2:17][CH2:18]1)=[O:23])[C:26]1[CH:27]=[CH:28][CH:29]=[CH:30][CH:31]=1. The catalyst class is: 5. (4) Reactant: C([Li])CCC.Br[C:7]1[CH:8]=[C:9]2[CH:15]=[CH:14][N:13]([Si:16]([CH:23]([CH3:25])[CH3:24])([CH:20]([CH3:22])[CH3:21])[CH:17]([CH3:19])[CH3:18])[C:10]2=[N:11][CH:12]=1.C1C=CC(S(N(S(C2C=CC=CC=2)(=O)=O)[F:36])(=O)=O)=CC=1. Product: [F:36][C:7]1[CH:8]=[C:9]2[CH:15]=[CH:14][N:13]([Si:16]([CH:23]([CH3:25])[CH3:24])([CH:20]([CH3:22])[CH3:21])[CH:17]([CH3:19])[CH3:18])[C:10]2=[N:11][CH:12]=1. The catalyst class is: 134. (5) Reactant: Br[C:2]1[CH:3]=[C:4]2[C:9](=[CH:10][CH:11]=1)[N:8]=[CH:7][CH:6]=[CH:5]2.[C:12]([Cu])#[N:13]. Product: [N:8]1[C:9]2[C:4](=[CH:3][C:2]([C:12]#[N:13])=[CH:11][CH:10]=2)[CH:5]=[CH:6][CH:7]=1. The catalyst class is: 17. (6) Reactant: [CH3:1][N:2]1[C:10]2[C:9]3([CH3:14])[C:11]([CH3:13])([CH3:12])[CH:6]([CH2:7][CH2:8]3)[C:5]=2[C:4]([C:15](OCC)=[O:16])=[N:3]1.[H-].[Al+3].[Li+].[H-].[H-].[H-].[NH4+].[Cl-]. Product: [CH3:1][N:2]1[C:10]2[C:9]3([CH3:14])[C:11]([CH3:13])([CH3:12])[CH:6]([CH2:7][CH2:8]3)[C:5]=2[C:4]([CH2:15][OH:16])=[N:3]1. The catalyst class is: 1. (7) Reactant: [N:1]1[CH:6]=[CH:5][CH:4]=[C:3]([C:7]2[N:11]=[C:10]([C:12]3[CH:13]=[C:14]([C:18](=[O:20])[CH3:19])[CH:15]=[CH:16][CH:17]=3)[O:9][N:8]=2)[CH:2]=1.[BH4-].[Na+]. Product: [N:1]1[CH:6]=[CH:5][CH:4]=[C:3]([C:7]2[N:11]=[C:10]([C:12]3[CH:13]=[C:14]([CH:18]([OH:20])[CH3:19])[CH:15]=[CH:16][CH:17]=3)[O:9][N:8]=2)[CH:2]=1. The catalyst class is: 8.